This data is from Catalyst prediction with 721,799 reactions and 888 catalyst types from USPTO. The task is: Predict which catalyst facilitates the given reaction. (1) Reactant: C(O)(C(F)(F)F)=O.[F:8][C:9]([F:33])([F:32])[C:10]1[N:14]2[N:15]=[C:16]([N:19]3[CH2:24][CH2:23][N:22](C(OC(C)(C)C)=O)[CH2:21][CH2:20]3)[CH2:17][CH2:18][C:13]2=[N:12][N:11]=1. Product: [N:19]1([C:16]2[CH2:17][CH2:18][C:13]3[N:14]([C:10]([C:9]([F:8])([F:32])[F:33])=[N:11][N:12]=3)[N:15]=2)[CH2:20][CH2:21][NH:22][CH2:23][CH2:24]1. The catalyst class is: 2. (2) Product: [CH3:3][O:4][C:5]1[C:6]2[N:7]([N:12]=[C:13]([CH2:15][CH2:16][C:17]3[N:18]=[C:19]([C:22]4[CH:27]=[CH:26][CH:25]=[CH:24][CH:23]=4)[N:20]([CH3:28])[CH:21]=3)[N:14]=2)[C:8]([CH3:11])=[CH:9][CH:10]=1. Reactant: CI.[CH3:3][O:4][C:5]1[C:6]2[N:7]([N:12]=[C:13]([CH2:15][CH2:16][C:17]3[N:18]=[C:19]([C:22]4[CH:27]=[CH:26][CH:25]=[CH:24][CH:23]=4)[NH:20][CH:21]=3)[N:14]=2)[C:8]([CH3:11])=[CH:9][CH:10]=1.[C:28]([O-])([O-])=O.[Cs+].[Cs+]. The catalyst class is: 131. (3) Reactant: [S:1]1[CH:5]=[CH:4][C:3]([CH:6]=O)=[CH:2]1.C1(P(=[CH:27][C:28]([O:30][CH2:31][CH3:32])=[O:29])(C2C=CC=CC=2)C2C=CC=CC=2)C=CC=CC=1. Product: [S:1]1[CH:5]=[CH:4][C:3]([CH:6]=[CH:27][C:28]([O:30][CH2:31][CH3:32])=[O:29])=[CH:2]1. The catalyst class is: 1.